This data is from Catalyst prediction with 721,799 reactions and 888 catalyst types from USPTO. The task is: Predict which catalyst facilitates the given reaction. (1) Reactant: [CH3:13][C:12]([O:11][C:9](O[C:9]([O:11][C:12]([CH3:15])([CH3:14])[CH3:13])=[O:10])=[O:10])([CH3:15])[CH3:14].Cl.[OH:17][C:18]1[CH:27]=[CH:26][C:25]2[CH:24]([C:28]([O:30][CH2:31][CH3:32])=[O:29])[NH:23][CH2:22][CH2:21][C:20]=2[N:19]=1.C1COCC1.[Na+].[Cl-]. Product: [OH:17][C:18]1[CH:27]=[CH:26][C:25]2[CH:24]([C:28]([O:30][CH2:31][CH3:32])=[O:29])[N:23]([C:9]([O:11][C:12]([CH3:13])([CH3:14])[CH3:15])=[O:10])[CH2:22][CH2:21][C:20]=2[N:19]=1. The catalyst class is: 6. (2) Reactant: C(OC(=O)[NH:10][C@H:11]([C:15]1[CH:20]=[CH:19][CH:18]=[CH:17][CH:16]=1)[CH2:12][C:13]#[N:14])C1C=CC=CC=1. Product: [NH2:10][C@H:11]([C:15]1[CH:20]=[CH:19][CH:18]=[CH:17][CH:16]=1)[CH2:12][C:13]#[N:14]. The catalyst class is: 43. (3) Reactant: [CH3:1][S:2][C:3]1[C:8]2[CH:9]=[C:10]3[N:14]([C:7]=2[CH:6]=[CH:5][N:4]=1)[CH2:13][CH2:12][C:11]3=[O:15].Br[CH2:17][C:18]([O:20][CH3:21])=[O:19]. The catalyst class is: 1. Product: [OH:15][C:11]1([CH2:17][C:18]([O:20][CH3:21])=[O:19])[C:10]2[N:14]([C:7]3[CH:6]=[CH:5][N:4]=[C:3]([S:2][CH3:1])[C:8]=3[CH:9]=2)[CH2:13][CH2:12]1. (4) Reactant: [F:1][C:2]([C:7]1[CH:12]=[CH:11][CH:10]=[CH:9][CH:8]=1)([CH2:5][OH:6])[CH2:3][OH:4].C1[CH2:17][O:16]CC1.C1N=C[N:20]([C:23](N2C=NC=C2)=[O:24])C=1.C(=O)([O-])[O-].[NH4+:34].[NH4+]. Product: [C:23]([O:4][CH2:3][C:2]([F:1])([C:7]1[CH:12]=[CH:11][CH:10]=[CH:9][CH:8]=1)[CH2:5][O:6][C:17](=[O:16])[NH2:34])(=[O:24])[NH2:20]. The catalyst class is: 237. (5) Reactant: [C:1]([O:5][C:6]([N:8]1[CH2:12][CH:11]=[C:10]([C:13]2[CH:18]=[CH:17][C:16]([C:19](=[O:21])[NH2:20])=[C:15]([O:22][C:23]3[CH:28]=[CH:27][C:26]([O:29][C:30]4[CH:35]=[CH:34][CH:33]=[C:32]([C:36]#[N:37])[CH:31]=4)=[CH:25][CH:24]=3)[N:14]=2)[CH2:9]1)=[O:7])([CH3:4])([CH3:3])[CH3:2]. Product: [C:1]([O:5][C:6]([N:8]1[CH2:12][CH2:11][CH:10]([C:13]2[CH:18]=[CH:17][C:16]([C:19](=[O:21])[NH2:20])=[C:15]([O:22][C:23]3[CH:28]=[CH:27][C:26]([O:29][C:30]4[CH:35]=[CH:34][CH:33]=[C:32]([C:36]#[N:37])[CH:31]=4)=[CH:25][CH:24]=3)[N:14]=2)[CH2:9]1)=[O:7])([CH3:4])([CH3:2])[CH3:3]. The catalyst class is: 403. (6) Reactant: [CH3:1][C:2]1[CH:3]=[C:4]([NH:31][C:32](=[O:38])[C:33]([O:35][CH2:36][CH3:37])=[O:34])[CH:5]=[C:6]([CH3:30])[C:7]=1[O:8][C:9]1[CH:10]=[C:11]2[C:15](=[CH:16][CH:17]=1)[N:14](C(OC(C)(C)C)=O)[N:13]=[C:12]2[CH2:25][CH2:26][CH2:27][CH2:28][CH3:29].FC(F)(F)C(O)=O. Product: [CH2:36]([O:35][C:33](=[O:34])[C:32]([NH:31][C:4]1[CH:5]=[C:6]([CH3:30])[C:7]([O:8][C:9]2[CH:10]=[C:11]3[C:15](=[CH:16][CH:17]=2)[NH:14][N:13]=[C:12]3[CH2:25][CH2:26][CH2:27][CH2:28][CH3:29])=[C:2]([CH3:1])[CH:3]=1)=[O:38])[CH3:37]. The catalyst class is: 2. (7) Reactant: [CH2:1]([O:8][CH2:9][C@@H:10]1[O:15][C:14]2[CH:16]=[C:17]([C:32]([N:34]3[C@H:43]([CH2:44][N:45]4[CH2:50][CH2:49][N:48]([CH3:51])[CH2:47][CH2:46]4)[CH2:42][C:41]4[C:36](=[CH:37][CH:38]=[CH:39][CH:40]=4)[CH2:35]3)=[O:33])[C:18]([N:20]3[C:28]4[C:23](=[CH:24][CH:25]=[CH:26][CH:27]=4)[C:22]([C:29](O)=[O:30])=[CH:21]3)=[CH:19][C:13]=2[O:12][CH2:11]1)[C:2]1[CH:7]=[CH:6][CH:5]=[CH:4][CH:3]=1.C(Cl)(=O)C(Cl)=O.[Si:58]([O:65][C:66]1[CH:78]=[CH:77][C:69]([NH:70][C:71]2[CH:76]=[CH:75][CH:74]=[CH:73][CH:72]=2)=[CH:68][CH:67]=1)([C:61]([CH3:64])([CH3:63])[CH3:62])([CH3:60])[CH3:59].N1C=CC=CC=1.[OH-].[Na+]. Product: [CH2:1]([O:8][CH2:9][C@@H:10]1[O:15][C:14]2[CH:16]=[C:17]([C:32]([N:34]3[C@H:43]([CH2:44][N:45]4[CH2:46][CH2:47][N:48]([CH3:51])[CH2:49][CH2:50]4)[CH2:42][C:41]4[C:36](=[CH:37][CH:38]=[CH:39][CH:40]=4)[CH2:35]3)=[O:33])[C:18]([N:20]3[C:28]4[C:23](=[CH:24][CH:25]=[CH:26][CH:27]=4)[C:22]([C:29]([N:70]([C:69]4[CH:68]=[CH:67][C:66]([O:65][Si:58]([C:61]([CH3:64])([CH3:63])[CH3:62])([CH3:60])[CH3:59])=[CH:78][CH:77]=4)[C:71]4[CH:76]=[CH:75][CH:74]=[CH:73][CH:72]=4)=[O:30])=[CH:21]3)=[CH:19][C:13]=2[O:12][CH2:11]1)[C:2]1[CH:3]=[CH:4][CH:5]=[CH:6][CH:7]=1. The catalyst class is: 120.